From a dataset of Reaction yield outcomes from USPTO patents with 853,638 reactions. Predict the reaction yield, written as a fraction of the theoretical maximum amount of product (1.0 means a 100% yield; for example, 0.34 means a 34% yield). The reactants are [CH2:1]([C:4]1[S:29][C:7]2[N:8]=[C:9]([O:25][CH2:26][CH2:27][NH2:28])[N:10]=[C:11]([N:12]3[CH2:17][CH2:16][N:15]4[C:18]([C:21]([F:24])([F:23])[F:22])=[N:19][N:20]=[C:14]4[CH2:13]3)[C:6]=2[CH:5]=1)[CH2:2][CH3:3].C(N(CC)CC)C.[CH3:37][O:38][C:39](Cl)=[O:40]. The catalyst is ClCCl. The product is [CH3:37][O:38][C:39](=[O:40])[NH:28][CH2:27][CH2:26][O:25][C:9]1[N:10]=[C:11]([N:12]2[CH2:17][CH2:16][N:15]3[C:18]([C:21]([F:22])([F:24])[F:23])=[N:19][N:20]=[C:14]3[CH2:13]2)[C:6]2[CH:5]=[C:4]([CH2:1][CH2:2][CH3:3])[S:29][C:7]=2[N:8]=1. The yield is 0.500.